From a dataset of Full USPTO retrosynthesis dataset with 1.9M reactions from patents (1976-2016). Predict the reactants needed to synthesize the given product. (1) Given the product [F:1][C:2]1[CH:3]=[C:4]([CH:10]=[CH:11][C:12]=1[CH2:13][CH2:14][CH2:15][CH2:16][CH2:17][CH2:18][C:19]1[CH:20]=[CH:21][CH:22]=[CH:23][CH:24]=1)[C:5]([O:7][CH2:8][CH3:9])=[O:6], predict the reactants needed to synthesize it. The reactants are: [F:1][C:2]1[CH:3]=[C:4]([CH:10]=[CH:11][C:12]=1[C:13]#[C:14][CH2:15][CH2:16][CH2:17][CH2:18][C:19]1[CH:24]=[CH:23][CH:22]=[CH:21][CH:20]=1)[C:5]([O:7][CH2:8][CH3:9])=[O:6]. (2) The reactants are: [CH2:1]([N:8]1[CH2:13][CH2:12][NH:11][CH2:10][CH2:9]1)[C:2]1[CH:7]=[CH:6][CH:5]=[CH:4][CH:3]=1.Br[CH2:15][C:16]#[N:17]. Given the product [CH2:1]([N:8]1[CH2:13][CH2:12][N:11]([CH2:15][C:16]#[N:17])[CH2:10][CH2:9]1)[C:2]1[CH:3]=[CH:4][CH:5]=[CH:6][CH:7]=1, predict the reactants needed to synthesize it.